Dataset: Reaction yield outcomes from USPTO patents with 853,638 reactions. Task: Predict the reaction yield, written as a fraction of the theoretical maximum amount of product (1.0 means a 100% yield; for example, 0.34 means a 34% yield). No catalyst specified. The yield is 0.510. The reactants are [S:1]1[C:5]2[C:6]([C:10]3[O:19][C:13]4=[C:14]([NH2:18])[N:15]=[CH:16][CH:17]=[C:12]4[CH:11]=3)=[CH:7][CH:8]=[CH:9][C:4]=2[CH:3]=[CH:2]1.[I:20]C1C=NC(N)=C2OC(C3C=CC=C4C=3C=CN=C4)=CC=12. The product is [S:1]1[C:5]2[C:6]([C:10]3[O:19][C:13]4=[C:14]([NH2:18])[N:15]=[CH:16][C:17]([I:20])=[C:12]4[CH:11]=3)=[CH:7][CH:8]=[CH:9][C:4]=2[CH:3]=[CH:2]1.